Dataset: Reaction yield outcomes from USPTO patents with 853,638 reactions. Task: Predict the reaction yield, written as a fraction of the theoretical maximum amount of product (1.0 means a 100% yield; for example, 0.34 means a 34% yield). (1) The reactants are [C:1]([CH2:4][C:5]1[C:6]([F:15])=[C:7]([F:14])[CH:8]=[CH:9][C:10]=1[N+:11]([O-:13])=[O:12])(=[O:3])[CH3:2].[CH:16](OC)(OC)[O:17]C.[CH2:23](Cl)Cl. No catalyst specified. The product is [F:14][C:7]1[CH:8]=[CH:9][C:10]([N+:11]([O-:13])=[O:12])=[C:5]([CH2:4][C:1]([O:17][CH3:16])([O:3][CH3:23])[CH3:2])[C:6]=1[F:15]. The yield is 0.880. (2) The reactants are [CH3:1][O:2][C:3]1[CH:4]=[C:5]2[C:10](=[CH:11][C:12]=1[O:13][CH3:14])[N:9]=[CH:8][CH:7]=[C:6]2[O:15][C:16]1[CH:22]=[CH:21][C:19]([NH2:20])=[CH:18][CH:17]=1.ClC(Cl)(O[C:27](=[O:33])OC(Cl)(Cl)Cl)Cl.[CH2:35]([N:42]1[CH2:46][CH2:45][C@H:44]([NH2:47])[CH2:43]1)[C:36]1[CH:41]=[CH:40][CH:39]=[CH:38][CH:37]=1.C(=O)([O-])O.[Na+]. The catalyst is C(N(CC)CC)C.C(Cl)(Cl)Cl. The product is [CH2:35]([N:42]1[CH2:46][CH2:45][C@H:44]([NH:47][C:27]([NH:20][C:19]2[CH:21]=[CH:22][C:16]([O:15][C:6]3[C:5]4[C:10](=[CH:11][C:12]([O:13][CH3:14])=[C:3]([O:2][CH3:1])[CH:4]=4)[N:9]=[CH:8][CH:7]=3)=[CH:17][CH:18]=2)=[O:33])[CH2:43]1)[C:36]1[CH:37]=[CH:38][CH:39]=[CH:40][CH:41]=1. The yield is 0.290. (3) The reactants are [H-].[Na+].[I-].[CH3:4][S+](C)(C)=O.[CH3:9][O:10][C:11]1[CH:12]=[C:13]2[C:17](=[CH:18][CH:19]=1)[NH:16][C:15](=[O:20])/[C:14]/2=[CH:21]/[C:22]1[CH:30]=[C:29]2[C:25]([C:26]([C:39]3[CH:40]=[N:41][C:42]([N:45]4[CH2:50][CH2:49][O:48][CH2:47][CH2:46]4)=[CH:43][CH:44]=3)=[N:27][N:28]2[CH2:31][O:32][CH2:33][CH2:34][Si:35]([CH3:38])([CH3:37])[CH3:36])=[CH:24][CH:23]=1. The catalyst is CN(C=O)C. The product is [CH3:9][O:10][C:11]1[CH:12]=[C:13]2[C:17](=[CH:18][CH:19]=1)[NH:16][C:15](=[O:20])[C@:14]12[CH2:4][C@H:21]1[C:22]1[CH:30]=[C:29]2[C:25]([C:26]([C:39]3[CH:40]=[N:41][C:42]([N:45]4[CH2:46][CH2:47][O:48][CH2:49][CH2:50]4)=[CH:43][CH:44]=3)=[N:27][N:28]2[CH2:31][O:32][CH2:33][CH2:34][Si:35]([CH3:38])([CH3:36])[CH3:37])=[CH:24][CH:23]=1. The yield is 0.440. (4) The reactants are [NH2:1][C:2]1[CH:3]=[C:4]([CH:9]=[CH:10][C:11]=1[Cl:12])[C:5]([O:7][CH3:8])=[O:6].[Br:13]N1C(=O)CCC1=O.C(OCC)(=O)C.C(OCC)C. The catalyst is CN(C)C=O. The product is [NH2:1][C:2]1[C:11]([Cl:12])=[CH:10][C:9]([Br:13])=[C:4]([CH:3]=1)[C:5]([O:7][CH3:8])=[O:6]. The yield is 0.920. (5) The reactants are [OH:1][C:2]1[CH:3]=[C:4]2[C:9](=[CH:10][CH:11]=1)[CH:8]=[C:7]([C:12]([OH:14])=[O:13])[CH:6]=[CH:5]2.[CH3:15]O. The catalyst is S(=O)(=O)(O)O. The product is [OH:1][C:2]1[CH:3]=[C:4]2[C:9](=[CH:10][CH:11]=1)[CH:8]=[C:7]([C:12]([O:14][CH3:15])=[O:13])[CH:6]=[CH:5]2. The yield is 0.840. (6) The reactants are [Br:1][C:2]1[CH:3]=[C:4]2[C:8](=[CH:9][CH:10]=1)[NH:7][C:6](=[O:11])[CH2:5]2.[CH:12]([C:14]1[NH:18][C:17]([CH:19]([CH3:21])[CH3:20])=[C:16]([C:22]([OH:24])=[O:23])[C:15]=1[C:25]1[CH:30]=[CH:29][CH:28]=[CH:27][CH:26]=1)=O. No catalyst specified. The product is [Br:1][C:2]1[CH:3]=[C:4]2[C:8](=[CH:9][CH:10]=1)[NH:7][C:6](=[O:11])[C:5]2=[CH:12][C:14]1[NH:18][C:17]([CH:19]([CH3:21])[CH3:20])=[C:16]([C:22]([OH:24])=[O:23])[C:15]=1[C:25]1[CH:30]=[CH:29][CH:28]=[CH:27][CH:26]=1. The yield is 0.580. (7) The reactants are Br[CH2:2][CH2:3][N:4]1[C:8]([CH2:9]Br)=[CH:7][C:6]([N+:11]([O-:13])=[O:12])=[N:5]1.[F:14][C:15]([F:19])([F:18])[CH2:16][NH2:17].CS(C)=O. The catalyst is O. The product is [N+:11]([C:6]1[CH:7]=[C:8]2[CH2:9][N:17]([CH2:16][C:15]([F:19])([F:18])[F:14])[CH2:2][CH2:3][N:4]2[N:5]=1)([O-:13])=[O:12]. The yield is 0.780. (8) The reactants are Cl[C:2]1[N:7]=[C:6]([NH2:8])[CH:5]=[N:4][CH:3]=1.[N:9]1[CH:14]=[CH:13][CH:12]=[C:11](B(O)O)[CH:10]=1.C(=O)([O-])[O-].[Cs+].[Cs+]. The catalyst is O1CCOCC1. The product is [N:9]1[CH:14]=[CH:13][CH:12]=[C:11]([C:2]2[N:7]=[C:6]([NH2:8])[CH:5]=[N:4][CH:3]=2)[CH:10]=1. The yield is 0.860. (9) The reactants are Br[CH2:2][C:3]([C:5]1[C:10]([CH3:11])=[CH:9][C:8]([OH:12])=[CH:7][C:6]=1[CH3:13])=O.[NH2:14][C:15]([NH2:17])=[S:16]. The catalyst is CCO. The product is [NH2:17][C:15]1[S:16][CH:2]=[C:3]([C:5]2[C:10]([CH3:11])=[CH:9][C:8]([OH:12])=[CH:7][C:6]=2[CH3:13])[N:14]=1. The yield is 0.790. (10) The reactants are CCN(C(C)C)C(C)C.I[CH2:11][CH2:12][CH2:13][CH2:14][CH2:15][CH2:16][CH2:17][CH2:18][CH2:19][CH2:20][CH2:21][CH2:22][CH2:23][CH2:24][CH2:25][CH3:26].[CH3:27][C@@H:28]([C:31]([N:33]1[C@H:37]([C:38]([OH:40])=[O:39])[CH2:36][CH2:35][CH2:34]1)=[O:32])[CH2:29][SH:30].C1CCN2C(=NCCC2)CC1. The catalyst is O1CCCC1. The product is [CH2:11]([S:30][CH2:29][C@@H:28]([CH3:27])[C:31]([N:33]1[CH2:34][CH2:35][CH2:36][C@H:37]1[C:38]([OH:40])=[O:39])=[O:32])[CH2:12][CH2:13][CH2:14][CH2:15][CH2:16][CH2:17][CH2:18][CH2:19][CH2:20][CH2:21][CH2:22][CH2:23][CH2:24][CH2:25][CH3:26]. The yield is 0.480.